Dataset: Peptide-MHC class II binding affinity with 134,281 pairs from IEDB. Task: Regression. Given a peptide amino acid sequence and an MHC pseudo amino acid sequence, predict their binding affinity value. This is MHC class II binding data. The peptide sequence is TLWQRPLVTIKIGGQLREAL. The MHC is DRB1_0802 with pseudo-sequence DRB1_0802. The binding affinity (normalized) is 0.855.